Dataset: Forward reaction prediction with 1.9M reactions from USPTO patents (1976-2016). Task: Predict the product of the given reaction. (1) The product is: [C:1]1([CH2:7][CH2:8][N:9]([CH2:21][C:22]2[CH:23]=[CH:24][C:25]([CH2:28][O:29][C:31]3[CH:36]=[CH:35][C:34]([CH2:37][CH2:38][C:39]([O:41][CH3:42])=[O:40])=[CH:33][CH:32]=3)=[CH:26][CH:27]=2)[C:10]2[S:11][CH:12]=[C:13]([C:15]3[CH:20]=[CH:19][CH:18]=[CH:17][CH:16]=3)[N:14]=2)[CH:6]=[CH:5][CH:4]=[CH:3][CH:2]=1. Given the reactants [C:1]1([CH2:7][CH2:8][N:9]([CH2:21][C:22]2[CH:27]=[CH:26][C:25]([CH2:28][OH:29])=[CH:24][CH:23]=2)[C:10]2[S:11][CH:12]=[C:13]([C:15]3[CH:20]=[CH:19][CH:18]=[CH:17][CH:16]=3)[N:14]=2)[CH:6]=[CH:5][CH:4]=[CH:3][CH:2]=1.O[C:31]1[CH:36]=[CH:35][C:34]([CH2:37][CH2:38][C:39]([O:41][CH3:42])=[O:40])=[CH:33][CH:32]=1.C(P(CCCC)CCCC)CCC.N(C(N1CCCCC1)=O)=NC(N1CCCCC1)=O, predict the reaction product. (2) Given the reactants [Cl:1][C:2]1[CH:10]=[CH:9][C:8](B2OC(C)(C)C(C)(C)O2)=[C:7]2[C:3]=1[C:4]([NH2:21])=[N:5][N:6]2[CH3:20].Br[C:23]1[C:24]([C@@H:35]([NH:45][C:46](=[O:52])[O:47][C:48]([CH3:51])([CH3:50])[CH3:49])[CH2:36][C:37]2[CH:42]=[C:41]([F:43])[CH:40]=[C:39]([F:44])[CH:38]=2)=[N:25][C:26]([C:29]#[C:30][C:31]([OH:34])([CH3:33])[CH3:32])=[CH:27][CH:28]=1.C(=O)(O)[O-].[Na+], predict the reaction product. The product is: [NH2:21][C:4]1[C:3]2[C:7](=[C:8]([C:23]3[C:24]([C@@H:35]([NH:45][C:46](=[O:52])[O:47][C:48]([CH3:51])([CH3:50])[CH3:49])[CH2:36][C:37]4[CH:42]=[C:41]([F:43])[CH:40]=[C:39]([F:44])[CH:38]=4)=[N:25][C:26]([C:29]#[C:30][C:31]([OH:34])([CH3:32])[CH3:33])=[CH:27][CH:28]=3)[CH:9]=[CH:10][C:2]=2[Cl:1])[N:6]([CH3:20])[N:5]=1. (3) Given the reactants C(=O)([O-])[O-].[K+].[K+].[OH:7][C:8]1[CH:13]=[CH:12][NH:11][C:10](=[O:14])[CH:9]=1.Cl[CH2:16][C:17]1[CH:22]=[CH:21][C:20]([F:23])=[CH:19][CH:18]=1.O, predict the reaction product. The product is: [F:23][C:20]1[CH:21]=[CH:22][C:17]([CH2:16][O:7][C:8]2[CH:13]=[CH:12][NH:11][C:10](=[O:14])[CH:9]=2)=[CH:18][CH:19]=1. (4) Given the reactants C([O:8][C:9](=[O:20])[C:10]([CH3:19])([CH3:18])[CH2:11][N:12]1[CH2:17][CH2:16][CH2:15][CH2:14][CH2:13]1)C1C=CC=CC=1, predict the reaction product. The product is: [CH3:18][C:10]([CH3:19])([CH2:11][N:12]1[CH2:17][CH2:16][CH2:15][CH2:14][CH2:13]1)[C:9]([OH:20])=[O:8]. (5) Given the reactants [Cl:1][C:2]1[CH:7]=[CH:6][C:5]([C:8]2(O)[CH2:13][CH2:12][N:11](CCCC=C3C4C(=NC=CC=4)OC4C=CC=C(OC)C=4C3)[CH2:10][CH2:9]2)=[CH:4][CH:3]=1.[N-:36]=[N+:37]=[N-:38].[Na+].B(F)(F)F, predict the reaction product. The product is: [N:36]([C:8]1([C:5]2[CH:6]=[CH:7][C:2]([Cl:1])=[CH:3][CH:4]=2)[CH2:13][CH2:12][NH:11][CH2:10][CH2:9]1)=[N+:37]=[N-:38]. (6) The product is: [NH2:22][C:19]1[CH:20]=[C:21]2[C:16](=[CH:17][CH:18]=1)[NH:15][C:14](=[O:30])[C:13]12[CH2:12][CH:11]1[C:7]1[CH:6]=[C:5]2[C:10]([C:2]([C:41]3[CH:40]=[CH:39][C:38]([N:35]4[CH2:34][CH2:33][N:32]([CH3:31])[CH2:37][CH2:36]4)=[CH:43][CH:42]=3)=[N:3][NH:4]2)=[CH:9][CH:8]=1. Given the reactants I[C:2]1[C:10]2[C:5](=[CH:6][C:7]([CH:11]3[C:13]4([C:21]5[C:16](=[CH:17][CH:18]=[C:19]([NH:22]C(=O)OC(C)(C)C)[CH:20]=5)[NH:15][C:14]4=[O:30])[CH2:12]3)=[CH:8][CH:9]=2)[NH:4][N:3]=1.[CH3:31][N:32]1[CH2:37][CH2:36][N:35]([C:38]2[CH:43]=[CH:42][C:41](B3OC(C)(C)C(C)(C)O3)=[CH:40][CH:39]=2)[CH2:34][CH2:33]1.C(O)(C(F)(F)F)=O, predict the reaction product. (7) Given the reactants [CH3:1][C:2]1[O:6][N:5]=[C:4]([C:7]2[CH:12]=[CH:11][C:10]([C:13]3[CH:18]=[CH:17][C:16]([CH:19]=O)=[CH:15][CH:14]=3)=[CH:9][CH:8]=2)[N:3]=1.[CH3:21][NH:22][CH3:23].C(O[BH-](OC(=O)C)OC(=O)C)(=O)C.[Na+], predict the reaction product. The product is: [CH3:21][N:22]([CH3:23])[CH2:19][C:16]1[CH:17]=[CH:18][C:13]([C:10]2[CH:11]=[CH:12][C:7]([C:4]3[N:3]=[C:2]([CH3:1])[O:6][N:5]=3)=[CH:8][CH:9]=2)=[CH:14][CH:15]=1.